Dataset: Reaction yield outcomes from USPTO patents with 853,638 reactions. Task: Predict the reaction yield, written as a fraction of the theoretical maximum amount of product (1.0 means a 100% yield; for example, 0.34 means a 34% yield). The reactants are [CH3:1][N:2]([C:4]1[NH:8][N:7]=[N:6][N:5]=1)[NH2:3].CO.[N+](=[CH2:13])=[N-]. The catalyst is C(OCC)C. The product is [CH3:13][N:6]1[N:7]=[N:8][C:4]([N:2]([CH3:1])[NH2:3])=[N:5]1. The yield is 0.0500.